This data is from Forward reaction prediction with 1.9M reactions from USPTO patents (1976-2016). The task is: Predict the product of the given reaction. (1) Given the reactants Br[C:2]1[C:3]2[C:4]3[CH:17]=[CH:16][S:15][C:5]=3[C:6](=[O:14])[NH:7][C:8]=2[CH:9]=[CH:10][C:11]=1[O:12][CH3:13].CC1(C)C(C)(C)OB([C:26]2[CH:31]=[CH:30][C:29]([CH:32]([NH:35][C:36](=[O:42])[O:37][C:38]([CH3:41])([CH3:40])[CH3:39])[CH2:33][CH3:34])=[CH:28][CH:27]=2)O1, predict the reaction product. The product is: [CH3:13][O:12][C:11]1[CH:10]=[CH:9][C:8]2[NH:7][C:6](=[O:14])[C:5]3[S:15][CH:16]=[CH:17][C:4]=3[C:3]=2[C:2]=1[C:26]1[CH:27]=[CH:28][C:29]([CH:32]([NH:35][C:36](=[O:42])[O:37][C:38]([CH3:41])([CH3:40])[CH3:39])[CH2:33][CH3:34])=[CH:30][CH:31]=1. (2) Given the reactants [C:1]([O:5][C:6]([N:8]1[C:36]2[C:31](=[CH:32][CH:33]=[C:34]([Cl:37])[CH:35]=2)[C:10]2([CH:15]([C:16]3[CH:21]=[CH:20][CH:19]=[C:18]([Cl:22])[CH:17]=3)[CH2:14][C:13](=[O:23])[NH:12][CH:11]2[C:24]2[CH:29]=[CH:28][CH:27]=[CH:26][C:25]=2[CH3:30])[C:9]1=[O:38])=[O:7])([CH3:4])([CH3:3])[CH3:2].[H-].[Li+].Br[CH2:42][C:43]([O:45][CH3:46])=[O:44], predict the reaction product. The product is: [C:1]([O:5][C:6]([N:8]1[C:36]2[C:31](=[CH:32][CH:33]=[C:34]([Cl:37])[CH:35]=2)[C:10]2([CH:15]([C:16]3[CH:21]=[CH:20][CH:19]=[C:18]([Cl:22])[CH:17]=3)[CH2:14][C:13](=[O:23])[N:12]([CH2:42][C:43]([O:45][CH3:46])=[O:44])[CH:11]2[C:24]2[CH:29]=[CH:28][CH:27]=[CH:26][C:25]=2[CH3:30])[C:9]1=[O:38])=[O:7])([CH3:4])([CH3:2])[CH3:3]. (3) The product is: [Cl:1][C:2]1[CH:7]=[CH:6][CH:5]=[CH:4][C:3]=1[C:8]1[N:9]=[C:10]2[CH:15]=[CH:14][CH:13]=[CH:12][N:11]2[C:16]=1[C:17]([NH2:26])=[O:19]. Given the reactants [Cl:1][C:2]1[CH:7]=[CH:6][CH:5]=[CH:4][C:3]=1[C:8]1[N:9]=[C:10]2[CH:15]=[CH:14][CH:13]=[CH:12][N:11]2[C:16]=1[C:17]([OH:19])=O.C1COCC1.[OH-].[NH4+:26], predict the reaction product. (4) Given the reactants [CH:1]1([C:4]([N:6]2[CH2:10][CH2:9][C@@H:8]([CH2:11][N:12]3[C:16]4[CH:17]=[C:18]([C:21](O)=[O:22])[CH:19]=[CH:20][C:15]=4[N:14]=[C:13]3[C:24]3[CH:29]=[CH:28][C:27]([C:30]4[CH:35]=[CH:34][C:33]([O:36][CH3:37])=[CH:32][CH:31]=4)=[CH:26][CH:25]=3)[CH2:7]2)=[O:5])[CH2:3][CH2:2]1.[CH3:38][N:39](C(ON1N=NC2C=CC=NC1=2)=[N+](C)C)C.F[P-](F)(F)(F)(F)F.CN, predict the reaction product. The product is: [CH:1]1([C:4]([N:6]2[CH2:10][CH2:9][C@@H:8]([CH2:11][N:12]3[C:16]4[CH:17]=[C:18]([C:21]([NH:39][CH3:38])=[O:22])[CH:19]=[CH:20][C:15]=4[N:14]=[C:13]3[C:24]3[CH:25]=[CH:26][C:27]([C:30]4[CH:35]=[CH:34][C:33]([O:36][CH3:37])=[CH:32][CH:31]=4)=[CH:28][CH:29]=3)[CH2:7]2)=[O:5])[CH2:3][CH2:2]1. (5) Given the reactants [I:1][C:2]1[CH:3]=[CH:4][C:5]2[N:6]([CH:8]=[C:9]([C:11]3[CH:16]=[CH:15][C:14]([N+:17]([O-])=O)=[CH:13][CH:12]=3)[N:10]=2)[CH:7]=1.O.O.[Sn](Cl)(Cl)(Cl)Cl, predict the reaction product. The product is: [I:1][C:2]1[CH:3]=[CH:4][C:5]2[N:6]([CH:8]=[C:9]([C:11]3[CH:16]=[CH:15][C:14]([NH2:17])=[CH:13][CH:12]=3)[N:10]=2)[CH:7]=1. (6) Given the reactants [CH3:1][C@@H:2]1[O:7][C@@H:6]([O:8][C@@H:9]2[C:14]3=[C:15]([OH:32])[C:16]4[C:28](=[O:29])[C:27]5[C:22](=[CH:23][CH:24]=[CH:25][C:26]=5[O:30][CH3:31])[C:20](=[O:21])[C:17]=4[C:18]([OH:19])=[C:13]3[CH2:12][C@@:11]([OH:37])([C:33]([CH2:35][OH:36])=[O:34])[CH2:10]2)[CH2:5][C@H:4]([NH2:38])[C@@H:3]1[OH:39].C(N([CH2:45][CH3:46])CC)C.C[C@@H]1O[C@@H]([O:54][C@@H:55]2[C:60]3=[C:61]([OH:78])[C:62]4[C:74](=O)[C:73]5C(=CC=C[C:72]=5[O:76]C)C(=O)[C:63]=4C(O)=[C:59]3[CH2:58][C@@:57](O)([C:79](CO)=[O:80])[CH2:56]2)C[C@H](N)[C@@H]1O.Cl.[C:87](O)(C(F)(F)F)=O, predict the reaction product. The product is: [CH3:1][C@@H:2]1[O:7][C@@H:6]([O:8][C@@H:9]2[C:14]3=[C:15]([OH:32])[C:16]4[C:28](=[O:29])[C:27]5[C:22](=[CH:23][CH:24]=[CH:25][C:26]=5[O:30][CH3:31])[C:20](=[O:21])[C:17]=4[C:18]([OH:19])=[C:13]3[CH2:12][C@@:11]([OH:37])([C:33]([CH2:35][OH:36])=[O:34])[CH2:10]2)[CH2:5][C@H:4]([NH2:38])[C@@H:3]1[OH:39].[CH3:87][C@@:23]12[C@H:74]3[CH2:73][C@@H:72]([OH:76])[C@:45]4([CH3:46])[C@@H:58]([C:57]5[CH2:79][O:80][C:55](=[O:54])[CH:56]=5)[CH2:59][CH2:60][C@:61]4([OH:78])[C@@H:62]3[CH2:63][CH2:20][C@@H:22]1[CH2:27][C@@H:26]([OH:30])[CH2:25][CH2:24]2. (7) Given the reactants [CH3:1][C:2]([C:6]1[CH:7]=[C:8]([C:14]2[CH:19]=[CH:18][CH:17]=[C:16]([CH:20]=O)[CH:15]=2)[CH:9]=[C:10]([F:13])[C:11]=1[OH:12])([CH3:5])[CH2:3][CH3:4].[S:22]1[CH2:28][C:26](=[O:27])[NH:25][C:23]1=S.[NH:29]1[CH2:34][CH2:33][O:32][CH2:31][CH2:30]1, predict the reaction product. The product is: [CH3:5][C:2]([C:6]1[CH:7]=[C:8]([C:14]2[CH:19]=[CH:18][CH:17]=[C:16]([CH:20]=[C:28]3[S:22][C:23]([N:29]4[CH2:34][CH2:33][O:32][CH2:31][CH2:30]4)=[N:25][C:26]3=[O:27])[CH:15]=2)[CH:9]=[C:10]([F:13])[C:11]=1[OH:12])([CH3:1])[CH2:3][CH3:4]. (8) Given the reactants [F:1][C:2]1[CH:8]=[CH:7][CH:6]=[CH:5][C:3]=1[NH2:4].N1C=CC=CC=1.[CH3:15][CH:16]([C:22](OCC)=[O:23])[C:17]([O:19][CH2:20][CH3:21])=[O:18], predict the reaction product. The product is: [F:1][C:2]1[CH:8]=[CH:7][CH:6]=[CH:5][C:3]=1[NH:4][C:22](=[O:23])[CH:16]([CH3:15])[C:17]([O:19][CH2:20][CH3:21])=[O:18].